This data is from Full USPTO retrosynthesis dataset with 1.9M reactions from patents (1976-2016). The task is: Predict the reactants needed to synthesize the given product. Given the product [CH2:1]([N:8]1[CH2:9][CH2:10][N:11]([C:14]2[CH:19]=[CH:18][CH:17]=[C:16]3[C:15]=2[CH:23]=[CH:22][CH2:21][O:20]3)[CH2:12][CH2:13]1)[C:2]1[CH:3]=[CH:4][CH:5]=[CH:6][CH:7]=1, predict the reactants needed to synthesize it. The reactants are: [CH2:1]([N:8]1[CH2:13][CH2:12][N:11]([C:14]2[CH:19]=[CH:18][CH:17]=[C:16]([O:20][CH2:21][C:22]#[CH:23])[CH:15]=2)[CH2:10][CH2:9]1)[C:2]1[CH:7]=[CH:6][CH:5]=[CH:4][CH:3]=1.